This data is from Full USPTO retrosynthesis dataset with 1.9M reactions from patents (1976-2016). The task is: Predict the reactants needed to synthesize the given product. Given the product [CH2:18]([C:23]1[CH:24]=[CH:25][C:26]([C:29]2[CH:34]=[CH:33][C:32]([CH:35]3[CH2:39][CH2:38][CH2:37][O:40][C:36]3=[O:15])=[CH:31][CH:30]=2)=[CH:27][CH:28]=1)[CH2:19][CH2:20][CH2:21][CH3:22], predict the reactants needed to synthesize it. The reactants are: P([O-])(O)(O)=O.[Na+].ClC1C=CC=C(C(OO)=[O:15])C=1.[CH2:18]([C:23]1[CH:28]=[CH:27][C:26]([C:29]2[CH:34]=[CH:33][C:32]([CH:35]3[CH2:39][CH2:38][C:37](=[O:40])[CH2:36]3)=[CH:31][CH:30]=2)=[CH:25][CH:24]=1)[CH2:19][CH2:20][CH2:21][CH3:22].